This data is from Full USPTO retrosynthesis dataset with 1.9M reactions from patents (1976-2016). The task is: Predict the reactants needed to synthesize the given product. (1) Given the product [F:1][C:2]1[CH:7]=[C:6]([F:8])[CH:5]=[CH:4][C:3]=1[CH2:9][C:10]([NH:14][NH:13][C:15]([O:17][C:18]([CH3:21])([CH3:20])[CH3:19])=[O:16])=[O:11], predict the reactants needed to synthesize it. The reactants are: [F:1][C:2]1[CH:7]=[C:6]([F:8])[CH:5]=[CH:4][C:3]=1[CH2:9][C:10](Cl)=[O:11].[NH:13]([C:15]([O:17][C:18]([CH3:21])([CH3:20])[CH3:19])=[O:16])[NH2:14].CCN(C(C)C)C(C)C. (2) Given the product [NH:40]1[C:36]([C:31]2[CH:32]=[CH:33][CH:34]=[CH:35][C:30]=2[C:26]2[CH:25]=[C:24]3[C:29](=[CH:28][CH:27]=2)[C@@H:21]([N:20]2[C:6]4=[N:7][C:8]([CH2:12][C:13]5[O:14][C:15]([CH2:18][CH3:19])=[N:16][N:17]=5)=[CH:9][C:10]([CH3:11])=[C:5]4[N:4]=[C:3]2[CH2:1][CH3:2])[CH2:22][CH2:23]3)=[N:37][N:38]=[N:39]1, predict the reactants needed to synthesize it. The reactants are: [CH2:1]([C:3]1[N:20]([C@@H:21]2[C:29]3[C:24](=[CH:25][C:26]([C:30]4[CH:35]=[CH:34][CH:33]=[CH:32][C:31]=4[C:36]4[N:40](C(C5C=CC=CC=5)(C5C=CC=CC=5)C5C=CC=CC=5)[N:39]=[N:38][N:37]=4)=[CH:27][CH:28]=3)[CH2:23][CH2:22]2)[C:6]2=[N:7][C:8]([CH2:12][C:13]3[O:14][C:15]([CH2:18][CH3:19])=[N:16][N:17]=3)=[CH:9][C:10]([CH3:11])=[C:5]2[N:4]=1)[CH3:2]. (3) The reactants are: C(Cl)(Cl)Cl.C[O:6][C:7]1[C:16]([O:17][CH3:18])=[C:15]([O:19]C)[CH:14]=[C:13]2[C:8]=1[CH2:9][CH2:10][C:11](=O)[O:12]2.[Si](I)(C)(C)C.C(OCC)(=[O:29])C. Given the product [OH:6][C:7]1[C:16]([O:17][CH3:18])=[C:15]([OH:19])[CH:14]=[C:13]2[C:8]=1[C:9](=[O:29])[CH2:10][CH2:11][O:12]2, predict the reactants needed to synthesize it. (4) Given the product [C:32]([O:31][C:30]([NH:29][C:8]1[CH2:9][C:10]([C:12](=[O:28])[N:13]([CH2:17][CH2:18][CH2:19][O:20][Si:21]([C:24]([CH3:27])([CH3:26])[CH3:25])([CH3:23])[CH3:22])[CH2:14][CH2:15][CH3:16])=[CH:11][C:5]2[CH:4]=[CH:3][C:2]([C:46]3[CH:47]=[CH:48][C:49]([CH2:52][C:53]([O:55][CH2:56][CH2:57][CH2:58][CH3:59])=[O:54])=[CH:50][CH:51]=3)=[CH:37][C:6]=2[N:7]=1)=[O:36])([CH3:34])([CH3:33])[CH3:35], predict the reactants needed to synthesize it. The reactants are: Br[C:2]1[CH:3]=[CH:4][C:5]2=[C:6]([CH:37]=1)[N:7]=[C:8]([NH:29][C:30](=[O:36])[O:31][C:32]([CH3:35])([CH3:34])[CH3:33])[CH2:9][C:10]([C:12](=[O:28])[N:13]([CH2:17][CH2:18][CH2:19][O:20][Si:21]([C:24]([CH3:27])([CH3:26])[CH3:25])([CH3:23])[CH3:22])[CH2:14][CH2:15][CH3:16])=[CH:11]2.CC1(C)C(C)(C)OB([C:46]2[CH:51]=[CH:50][C:49]([CH2:52][C:53]([O:55][CH2:56][CH2:57][CH2:58][CH3:59])=[O:54])=[CH:48][CH:47]=2)O1.C(=O)([O-])[O-].[K+].[K+]. (5) Given the product [C:1]1([S:7]([N:10]2[CH2:14][CH:13]([C:15]3[CH:16]=[C:17]([C:37]4[CH:36]=[CH:35][CH:34]=[C:33]([S:30]([CH3:29])(=[O:32])=[O:31])[CH:38]=4)[CH:18]=[CH:19][CH:20]=3)[N:12]([C:22]3[CH:27]=[CH:26][CH:25]=[CH:24][CH:23]=3)[C:11]2=[O:28])(=[O:9])=[O:8])[CH:6]=[CH:5][CH:4]=[CH:3][CH:2]=1, predict the reactants needed to synthesize it. The reactants are: [C:1]1([S:7]([N:10]2[CH2:14][CH:13]([C:15]3[CH:20]=[CH:19][CH:18]=[C:17](Br)[CH:16]=3)[N:12]([C:22]3[CH:27]=[CH:26][CH:25]=[CH:24][CH:23]=3)[C:11]2=[O:28])(=[O:9])=[O:8])[CH:6]=[CH:5][CH:4]=[CH:3][CH:2]=1.[CH3:29][S:30]([C:33]1[CH:34]=[C:35](B(O)O)[CH:36]=[CH:37][CH:38]=1)(=[O:32])=[O:31].C(=O)([O-])[O-].[Na+].[Na+]. (6) Given the product [F:1][C:2]1[CH:24]=[CH:23][C:5]([CH2:6][N:7]([CH2:18][C:19]([OH:21])=[O:20])[S:8]([C:11]2[CH:12]=[CH:13][C:14]([CH3:17])=[CH:15][CH:16]=2)(=[O:10])=[O:9])=[CH:4][C:3]=1[O:25][CH3:26], predict the reactants needed to synthesize it. The reactants are: [F:1][C:2]1[CH:24]=[CH:23][C:5]([CH2:6][N:7]([CH2:18][C:19]([O:21]C)=[O:20])[S:8]([C:11]2[CH:16]=[CH:15][C:14]([CH3:17])=[CH:13][CH:12]=2)(=[O:10])=[O:9])=[CH:4][C:3]=1[O:25][CH3:26].[Li+].[OH-].